The task is: Predict the product of the given reaction.. This data is from Forward reaction prediction with 1.9M reactions from USPTO patents (1976-2016). Given the reactants [C:1]1([CH3:12])[CH:6]=[CH:5][C:4]([O:7][CH2:8][C:9]([Cl:11])=[O:10])=[CH:3][CH:2]=1.[CH:13]1(C2C=CC(OCC(O)=O)=CC=2)[CH2:18][CH2:17]C[CH2:15][CH2:14]1.O=S(Cl)Cl, predict the reaction product. The product is: [CH:12]1([C:1]2[CH:6]=[CH:5][C:4]([O:7][CH2:8][C:9]([Cl:11])=[O:10])=[CH:3][CH:2]=2)[CH2:17][CH2:18][CH2:13][CH2:14][CH2:15]1.